Dataset: Catalyst prediction with 721,799 reactions and 888 catalyst types from USPTO. Task: Predict which catalyst facilitates the given reaction. (1) Reactant: [CH3:1][C:2]1[CH:7]=[CH:6][CH:5]=[CH:4][C:3]=1[C:8]1[S:9][C:10]([CH2:14][OH:15])=[C:11]([CH3:13])[N:12]=1.[CH3:16][N:17]1[C:21]2[CH:22]=[CH:23][C:24](C(O)=O)=[CH:25][C:20]=2[N:19]=[CH:18]1.C([N:31]([CH2:34]C)CC)C.C1(P(N=[N+]=[N-])(C2C=CC=CC=2)=[O:43])C=CC=CC=1. Product: [CH3:13][C:11]1[N:12]=[C:8]([C:3]2[CH:4]=[CH:5][CH:6]=[CH:7][C:2]=2[CH3:1])[S:9][C:10]=1[CH2:14][O:15][C:34](=[O:43])[NH:31][C:24]1[CH:23]=[CH:22][C:21]2[N:17]([CH3:16])[CH:18]=[N:19][C:20]=2[CH:25]=1. The catalyst class is: 11. (2) Reactant: C1(C)C=CC(S(O[CH2:11][CH2:12][O:13][CH2:14][CH2:15][O:16][CH2:17][CH2:18][O:19][CH2:20][CH2:21][O:22][Si:23]([C:36]([CH3:39])([CH3:38])[CH3:37])([C:30]2[CH:35]=[CH:34][CH:33]=[CH:32][CH:31]=2)[C:24]2[CH:29]=[CH:28][CH:27]=[CH:26][CH:25]=2)(=O)=O)=CC=1.[I-:41].[K+]. Product: [I:41][CH2:11][CH2:12][O:13][CH2:14][CH2:15][O:16][CH2:17][CH2:18][O:19][CH2:20][CH2:21][O:22][Si:23]([C:36]([CH3:39])([CH3:38])[CH3:37])([C:30]1[CH:35]=[CH:34][CH:33]=[CH:32][CH:31]=1)[C:24]1[CH:29]=[CH:28][CH:27]=[CH:26][CH:25]=1. The catalyst class is: 21. (3) Reactant: C[O:2][C:3]1[CH:8]=[CH:7][C:6]([C:9]2[CH:10]=[CH:11][C:12](=[O:16])[N:13]([CH3:15])[N:14]=2)=[CH:5][CH:4]=1.B(Br)(Br)Br. Product: [OH:2][C:3]1[CH:8]=[CH:7][C:6]([C:9]2[CH:10]=[CH:11][C:12](=[O:16])[N:13]([CH3:15])[N:14]=2)=[CH:5][CH:4]=1. The catalyst class is: 2. (4) Reactant: [CH3:1][C:2]1[CH:7]=[C:6]([CH3:8])[CH:5]=[CH:4][C:3]=1[N:9]([CH2:23][CH:24]([CH3:26])[CH3:25])[S:10]([C:13]1[CH:18]=[CH:17][C:16]([CH:19]2[CH2:21][O:20]2)=[C:15]([F:22])[CH:14]=1)(=[O:12])=[O:11].[CH3:27][C:28]1([NH2:32])[CH2:31][O:30][CH2:29]1. Product: [CH3:1][C:2]1[CH:7]=[C:6]([CH3:8])[CH:5]=[CH:4][C:3]=1[N:9]([CH2:23][CH:24]([CH3:26])[CH3:25])[S:10]([C:13]1[CH:18]=[CH:17][C:16]([CH:19]([OH:20])[CH2:21][NH:32][C:28]2([CH3:27])[CH2:31][O:30][CH2:29]2)=[C:15]([F:22])[CH:14]=1)(=[O:12])=[O:11]. The catalyst class is: 8. (5) Reactant: C(O[C@@H:5]1[O:27][C@H:26]([CH2:28][O:29]C(=O)C2C=CC=CC=2)[C@@H:16]([O:17]C(=O)C2C=CC=CC=2)[C@H:6]1[O:7]C(=O)C1C=CC=CC=1)(=O)C.[OH:38][C:39]1[CH:48]=[CH:47][CH:46]=[C:45]2[C:40]=1[CH2:41][CH2:42][CH2:43][C:44]2=[O:49].B(F)(F)F. Product: [O:38]([C:39]1[CH:48]=[CH:47][CH:46]=[C:45]2[C:40]=1[CH2:41][CH2:42][CH2:43][C:44]2=[O:49])[C@@H:5]1[O:27][C@H:26]([CH2:28][OH:29])[C@@H:16]([OH:17])[C@H:6]1[OH:7]. The catalyst class is: 4. (6) Reactant: [N:1]1[CH:6]=[CH:5][CH:4]=[CH:3][C:2]=1[NH:7][C:8]1[CH:13]=[CH:12][CH:11]=[CH:10][C:9]=1[NH2:14].[F:15][C:16]1[CH:26]=[CH:25][CH:24]=[CH:23][C:17]=1/[CH:18]=[CH:19]/[C:20]([Cl:22])=O.N1C=CC=CC=1N1C2C=CC=CC=2N=C1/C=C/C1C=CC=CC=1.Cl. Product: [ClH:22].[F:15][C:16]1[CH:26]=[CH:25][CH:24]=[CH:23][C:17]=1/[CH:18]=[CH:19]/[C:20]1[N:7]([C:2]2[CH:3]=[CH:4][CH:5]=[CH:6][N:1]=2)[C:8]2[CH:13]=[CH:12][CH:11]=[CH:10][C:9]=2[N:14]=1. The catalyst class is: 5.